From a dataset of Cav3 T-type calcium channel HTS with 100,875 compounds. Binary Classification. Given a drug SMILES string, predict its activity (active/inactive) in a high-throughput screening assay against a specified biological target. (1) The molecule is S(c1n(CCc2ccccc2)c2c(n(c(=O)[nH]c2=O)C)n1)C(C)C(OCC)=O. The result is 0 (inactive). (2) The compound is O=C(Nc1ccc(cc1)C(OC)=O)CCN1CCN(CC1)CCC(=O)Nc1ccc(cc1)C(OC)=O. The result is 0 (inactive).